From a dataset of Reaction yield outcomes from USPTO patents with 853,638 reactions. Predict the reaction yield, written as a fraction of the theoretical maximum amount of product (1.0 means a 100% yield; for example, 0.34 means a 34% yield). (1) The product is [F:52][C:53]1[CH:71]=[CH:70][CH:69]=[C:68]([O:72][CH3:73])[C:54]=1[O:55][C:56]1[CH:62]=[CH:61][C:60]([CH2:63][S:64]([CH3:67])(=[O:66])=[O:65])=[CH:59][C:57]=1[NH:58][C:39]([NH:74][C:75]1[S:76][CH:77]=[CH:78][N:79]=1)=[O:46]. The reactants are FC1C=CC=C(OC)C=1OC1C=CC(C)=CC=1[N+]([O-])=O.BrN1C(=O)CCC1=O.C(OO[C:39](=[O:46])C1C=CC=CC=1)(=O)C1C=CC=CC=1.CS([O-])=O.[Na+].[F:52][C:53]1[CH:71]=[CH:70][CH:69]=[C:68]([O:72][CH3:73])[C:54]=1[O:55][C:56]1[CH:62]=[CH:61][C:60]([CH2:63][S:64]([CH3:67])(=[O:66])=[O:65])=[CH:59][C:57]=1[NH2:58].[NH2:74][C:75]1[S:76][CH:77]=[CH:78][N:79]=1. The catalyst is C(Cl)(Cl)(Cl)Cl.C1COCC1. The yield is 0.610. (2) The reactants are [C:1]([C:3]1[CH:8]=[CH:7][CH:6]=[CH:5][C:4]=1[C:9]1[CH:14]=[CH:13][C:12]([CH2:15][C:16]2[C:17](=[O:43])[N:18]([C@H:28]3[CH2:33][CH2:32][C@H:31]([O:34][CH2:35]C(OC(C)(C)C)=O)[CH2:30][CH2:29]3)[C:19]3[N:20]([N:25]=[CH:26][CH:27]=3)[C:21]=2[CH2:22][CH2:23][CH3:24])=[CH:11][CH:10]=1)#[N:2].C[Mg]Br.[Cl-].[NH4+]. The catalyst is O1CCCC1.C(OCC)(=O)C. The product is [OH:34][C:31]([CH3:32])([CH3:30])[CH2:35][O:34][C@H:31]1[CH2:32][CH2:33][C@H:28]([N:18]2[C:17](=[O:43])[C:16]([CH2:15][C:12]3[CH:13]=[CH:14][C:9]([C:4]4[C:3]([C:1]#[N:2])=[CH:8][CH:7]=[CH:6][CH:5]=4)=[CH:10][CH:11]=3)=[C:21]([CH2:22][CH2:23][CH3:24])[N:20]3[N:25]=[CH:26][CH:27]=[C:19]23)[CH2:29][CH2:30]1. The yield is 0.910. (3) The reactants are [CH3:1][C:2]1([CH3:12])[CH2:10][C@H:9]([NH2:11])[CH2:8][C@H:7]2[N:3]1[CH2:4][CH2:5][CH2:6]2.[NH2:13][C:14]([C:16]1[C:17](Cl)=[N:18][C:19]([Cl:22])=[N:20][CH:21]=1)=[O:15]. The catalyst is CC(O)C. The product is [NH2:13][C:14]([C:16]1[C:17]([NH:11][C@@H:9]2[CH2:8][C@H:7]3[N:3]([CH2:4][CH2:5][CH2:6]3)[C:2]([CH3:12])([CH3:1])[CH2:10]2)=[N:18][C:19]([Cl:22])=[N:20][CH:21]=1)=[O:15]. The yield is 0.540.